From a dataset of Catalyst prediction with 721,799 reactions and 888 catalyst types from USPTO. Predict which catalyst facilitates the given reaction. (1) Reactant: Br[C:2]1[C:6]2[O:7][C:8]([N:12]3[CH2:17][CH2:16][O:15][CH2:14][CH2:13]3)=[CH:9][C:10](=[O:11])[C:5]=2[S:4][CH:3]=1.[CH3:18][C:19]1[C:27]2[C:22](=[CH:23][C:24](B(O)O)=[CH:25][CH:26]=2)[NH:21][N:20]=1.C([O-])([O-])=O.[Na+].[Na+]. Product: [CH3:18][C:19]1[C:27]2[C:22](=[CH:23][C:24]([C:2]3[C:6]4[O:7][C:8]([N:12]5[CH2:17][CH2:16][O:15][CH2:14][CH2:13]5)=[CH:9][C:10](=[O:11])[C:5]=4[S:4][CH:3]=3)=[CH:25][CH:26]=2)[NH:21][N:20]=1. The catalyst class is: 39. (2) Reactant: [C:1]([C:4]1[C:9]([O:10][CH3:11])=[CH:8][CH:7]=[CH:6][N:5]=1)(=O)[CH3:2].[CH3:12][N:13]1[C:17]2[CH:18]=[CH:19][CH:20]=[CH:21][C:16]=2[N:15]=[C:14]1[NH:22][NH2:23]. Product: [CH3:12][N:13]1[C:17]2[CH:18]=[CH:19][CH:20]=[CH:21][C:16]=2[N:15]=[C:14]1[NH:22][N:23]=[C:1]([C:4]1[C:9]([O:10][CH3:11])=[CH:8][CH:7]=[CH:6][N:5]=1)[CH3:2]. The catalyst class is: 130. (3) Reactant: [CH3:1][O:2][C:3]1[N:4]=[N:5][C:6]([C:12]2[CH:17]=[CH:16][N:15]=[CH:14][CH:13]=2)=[CH:7][C:8]=1[CH:9]([OH:11])[CH3:10].CC(OI1(OC(C)=O)(OC(C)=O)OC(=O)C2C1=CC=CC=2)=O. Product: [CH3:1][O:2][C:3]1[N:4]=[N:5][C:6]([C:12]2[CH:17]=[CH:16][N:15]=[CH:14][CH:13]=2)=[CH:7][C:8]=1[C:9](=[O:11])[CH3:10]. The catalyst class is: 2. (4) Reactant: [H-].[Na+].[Cl:3][C:4]1[CH:5]=[CH:6][C:7]2[NH:13][C:12]3[CH:14]=[CH:15][CH:16]=[CH:17][C:11]=3[C:10]([C:18]3[CH:23]=[CH:22][C:21]([F:24])=[CH:20][CH:19]=3)=[N:9][C:8]=2[CH:25]=1.I[CH3:27]. Product: [Cl:3][C:4]1[CH:5]=[CH:6][C:7]2[N:13]([CH3:27])[C:12]3[CH:14]=[CH:15][CH:16]=[CH:17][C:11]=3[C:10]([C:18]3[CH:23]=[CH:22][C:21]([F:24])=[CH:20][CH:19]=3)=[N:9][C:8]=2[CH:25]=1. The catalyst class is: 3. (5) Reactant: [C:1]([O:5][C:6]([N:8]([CH3:24])[C:9]1[N:14]2[N:15]=[C:16]([C:18]([F:21])([F:20])[F:19])[CH:17]=[C:13]2[C:12]([CH:22]=[O:23])=[CH:11][CH:10]=1)=[O:7])([CH3:4])([CH3:3])[CH3:2].O.O.P([O-])(O)(O)=[O:28].[Na+].CC(=CC)C.Cl([O-])=O.[Na+].[OH-].[Na+]. Product: [C:1]([O:5][C:6]([N:8]([CH3:24])[C:9]1[N:14]2[N:15]=[C:16]([C:18]([F:19])([F:20])[F:21])[CH:17]=[C:13]2[C:12]([C:22]([OH:28])=[O:23])=[CH:11][CH:10]=1)=[O:7])([CH3:4])([CH3:3])[CH3:2]. The catalyst class is: 371. (6) Reactant: [CH3:1]C(C)C(=O)C(P(=O)([O-])[O-])=[N+]=[N-].[C:13]([C:15]1[CH:16]=[N:17][C:18]2[C:23]([CH:24]=1)=[CH:22][C:21]([O:25][CH:26]([S:36][CH3:37])[C:27]([NH:29][C:30]([CH2:34]O)([CH3:33])[C:31]#[CH:32])=[O:28])=[CH:20][CH:19]=2)#[CH:14].C(=O)([O-])[O-].[K+].[K+].C(OCC)(=O)C. Product: [C:34]([C:30]([NH:29][C:27](=[O:28])[CH:26]([O:25][C:21]1[CH:22]=[C:23]2[C:18](=[CH:19][CH:20]=1)[N:17]=[CH:16][C:15]([C:13]#[CH:14])=[CH:24]2)[S:36][CH3:37])([CH3:33])[C:31]#[CH:32])#[CH:1]. The catalyst class is: 430. (7) Reactant: [OH:1][C@H:2]([C@H:10]1[O:15][CH2:14][CH2:13][N:12]([C:16]2[CH:21]=[CH:20][CH:19]=[C:18]([C:22]([F:25])([F:24])[F:23])[N:17]=2)[C:11]1=[O:26])[C:3]([O:5][C:6]([CH3:9])([CH3:8])[CH3:7])=[O:4].[Li+].CC([N-]C(C)C)C.[C:35]([O-])(O)=[O:36].[Na+]. Product: [OH:1][C@H:2]([C@@:10]1([CH2:35][OH:36])[O:15][CH2:14][CH2:13][N:12]([C:16]2[CH:21]=[CH:20][CH:19]=[C:18]([C:22]([F:23])([F:25])[F:24])[N:17]=2)[C:11]1=[O:26])[C:3]([O:5][C:6]([CH3:8])([CH3:7])[CH3:9])=[O:4]. The catalyst class is: 1. (8) Reactant: [F:1][C:2]1[CH:3]=[C:4]2[C:8](=[CH:9][CH:10]=1)[NH:7][C:6]([CH3:11])=[CH:5]2.[H-].[Na+].Br[CH2:15][C:16]([O:18][CH3:19])=[O:17]. Product: [F:1][C:2]1[CH:3]=[C:4]2[C:8](=[CH:9][CH:10]=1)[N:7]([CH2:15][C:16]([O:18][CH3:19])=[O:17])[C:6]([CH3:11])=[CH:5]2. The catalyst class is: 3. (9) Reactant: [CH:1]1[C:10]2[C:5](=[CH:6][CH:7]=[CH:8][CH:9]=2)[CH:4]=[CH:3][C:2]=1[C:11]([NH:13][CH2:14][CH2:15][NH:16][C:17]([C:19]1[CH:36]=[CH:35][C:22]([O:23][C@@H:24]2[CH2:29][CH2:28][C@H:27]([C:30](OCC)=[O:31])[CH2:26][CH2:25]2)=[CH:21][CH:20]=1)=[O:18])=[O:12].[H-].C([Al+]CC(C)C)C(C)C.Cl.C(C(C(C([O-])=O)O)O)([O-])=O.[Na+].[K+]. Product: [OH:31][CH2:30][C@@H:27]1[CH2:26][CH2:25][C@H:24]([O:23][C:22]2[CH:21]=[CH:20][C:19]([C:17]([NH:16][CH2:15][CH2:14][NH:13][C:11]([C:2]3[CH:3]=[CH:4][C:5]4[C:10](=[CH:9][CH:8]=[CH:7][CH:6]=4)[CH:1]=3)=[O:12])=[O:18])=[CH:36][CH:35]=2)[CH2:29][CH2:28]1. The catalyst class is: 308.